From a dataset of Catalyst prediction with 721,799 reactions and 888 catalyst types from USPTO. Predict which catalyst facilitates the given reaction. (1) Reactant: [Br:1][C:2]1[NH:10][C:9]2[C:4](=[N:5][C:6]([O:12][CH2:13][CH2:14][CH2:15][CH3:16])=[N:7][C:8]=2[NH2:11])[N:3]=1.C(=O)([O-])[O-].[K+].[K+].[C:23]([O:27][C:28]([N:30]1[CH2:35][CH2:34][O:33][CH:32]([CH2:36]OS(C)(=O)=O)[CH2:31]1)=[O:29])([CH3:26])([CH3:25])[CH3:24]. Product: [Br:1][C:2]1[N:3]([CH2:36][CH:32]2[O:33][CH2:34][CH2:35][N:30]([C:28]([O:27][C:23]([CH3:24])([CH3:26])[CH3:25])=[O:29])[CH2:31]2)[C:4]2[C:9]([N:10]=1)=[C:8]([NH2:11])[N:7]=[C:6]([O:12][CH2:13][CH2:14][CH2:15][CH3:16])[N:5]=2. The catalyst class is: 3. (2) Reactant: [CH3:1][S:2](Cl)(=[O:4])=[O:3].[CH3:6][N:7]([CH3:15])[C:8]1[CH:13]=[CH:12][CH:11]=[C:10]([NH2:14])[CH:9]=1.[OH-].[Na+]. The catalyst class is: 6. Product: [CH3:6][N:7]([CH3:15])[C:8]1[CH:9]=[C:10]([NH:14][S:2]([CH3:1])(=[O:4])=[O:3])[CH:11]=[CH:12][CH:13]=1.